This data is from Forward reaction prediction with 1.9M reactions from USPTO patents (1976-2016). The task is: Predict the product of the given reaction. (1) Given the reactants [CH2:1]([C:6]1[CH:7]=[CH:8][C:9]([C:12]([OH:14])=O)=[N:10][CH:11]=1)[CH2:2][CH2:3][CH2:4][CH3:5].CN(C(ON1N=NC2C=CC=CC1=2)=[N+](C)C)C.[B-](F)(F)(F)F.CCN(C(C)C)C(C)C.[C:46]([O:50][C:51]([N:53]1[CH2:58][CH2:57][CH:56]([NH:59][CH2:60][C:61]2[CH:66]=[CH:65][C:64]([Br:67])=[CH:63][CH:62]=2)[CH2:55][CH2:54]1)=[O:52])([CH3:49])([CH3:48])[CH3:47], predict the reaction product. The product is: [C:46]([O:50][C:51]([N:53]1[CH2:54][CH2:55][CH:56]([N:59]([CH2:60][C:61]2[CH:66]=[CH:65][C:64]([Br:67])=[CH:63][CH:62]=2)[C:12]([C:9]2[CH:8]=[CH:7][C:6]([CH2:1][CH2:2][CH2:3][CH2:4][CH3:5])=[CH:11][N:10]=2)=[O:14])[CH2:57][CH2:58]1)=[O:52])([CH3:49])([CH3:47])[CH3:48]. (2) Given the reactants [N:1]1[CH:6]=[C:5]([C:7]([OH:9])=O)[CH:4]=[C:3]([C:10]([OH:12])=[O:11])[CH:2]=1.C(N(C(C)C)CC)(C)C.C1C=CC(C(Cl)(C2C(Cl)=CC=CC=2)C2C=CC=CC=2)=CC=1.[CH3:43][NH:44][CH2:45][CH2:46][CH3:47].F[P-](F)(F)(F)(F)F.N1(O[P+](N2CCCC2)(N2CCCC2)N2CCCC2)C2C=CC=CC=2N=N1, predict the reaction product. The product is: [CH3:43][N:44]([CH2:45][CH2:46][CH3:47])[C:7]([C:5]1[CH:6]=[N:1][CH:2]=[C:3]([CH:4]=1)[C:10]([OH:12])=[O:11])=[O:9]. (3) Given the reactants [Br:1][C:2]1[CH:3]=[CH:4][C:5]([CH:8]2[O:12][C:11](=[O:13])[NH:10][CH2:9]2)=[N:6][CH:7]=1.[H-].[Na+].[CH:16](Br)([CH3:18])[CH3:17].BrC1C=CC(C2OC(=O)N(C)C2)=NC=1, predict the reaction product. The product is: [Br:1][C:2]1[CH:3]=[CH:4][C:5]([CH:8]2[O:12][C:11](=[O:13])[N:10]([CH:16]([CH3:18])[CH3:17])[CH2:9]2)=[N:6][CH:7]=1. (4) The product is: [F:1][C:2]1[CH:3]=[C:4]([N:14]2[CH2:18][CH:17]([CH2:19][NH2:20])[O:16][C:15]2=[O:23])[CH:5]=[CH:6][C:7]=1[N:8]1[CH2:12][N:11]([CH3:25])[CH:10]=[N:9]1. Given the reactants [F:1][C:2]1[CH:3]=[C:4]([N:14]2[CH2:18][CH:17]([CH2:19][N:20]=[N+]=[N-])[O:16][C:15]2=[O:23])[CH:5]=[CH:6][C:7]=1[N:8]1[CH:12]=[N:11][C:10](C)=[N:9]1.N[CH2:25][C@@H]1OC(=O)N(C2C=CC(N3C=C(C)N=N3)=C(F)C=2)C1.CO, predict the reaction product. (5) Given the reactants [Cl:1][C:2]1[CH:10]=[CH:9][C:8]([C:11]2[C:12]([C@@H:23]([NH:33][C:34](=[O:51])[CH2:35][N:36]3[C:40]4[C:41]([F:46])([F:45])[C@@H:42]5[CH2:44][C@@H:43]5[C:39]=4[C:38]([C:47]([F:50])([F:49])[F:48])=[N:37]3)[CH2:24][C:25]3[CH:30]=[C:29]([F:31])[CH:28]=[C:27]([F:32])[CH:26]=3)=[N:13][C:14]([C:17]#[C:18][CH:19]([OH:22])[CH2:20]C)=[CH:15][CH:16]=2)=[C:7]2[C:3]=1[C:4]([NH:53][S:54]([CH3:57])(=[O:56])=[O:55])=[N:5][N:6]2[CH3:52].CC(O)(C#C)[CH2:60][OH:61], predict the reaction product. The product is: [Cl:1][C:2]1[CH:10]=[CH:9][C:8]([C:11]2[C:12]([C@@H:23]([NH:33][C:34](=[O:51])[CH2:35][N:36]3[C:40]4[C:41]([F:46])([F:45])[C@@H:42]5[CH2:44][C@@H:43]5[C:39]=4[C:38]([C:47]([F:48])([F:49])[F:50])=[N:37]3)[CH2:24][C:25]3[CH:26]=[C:27]([F:32])[CH:28]=[C:29]([F:31])[CH:30]=3)=[N:13][C:14]([C:17]#[C:18][C:19]([OH:22])([CH3:20])[CH2:60][OH:61])=[CH:15][CH:16]=2)=[C:7]2[C:3]=1[C:4]([NH:53][S:54]([CH3:57])(=[O:55])=[O:56])=[N:5][N:6]2[CH3:52]. (6) Given the reactants [CH3:1][O:2][C:3]1[CH:12]=[CH:11][C:10]([NH2:13])=[C:9]2[C:4]=1[CH:5]=[CH:6][CH:7]=[N:8]2.[N+:14]([C:17]1[CH:22]=[C:21]([C:23]([F:26])([F:25])[F:24])[CH:20]=[CH:19][C:18]=1[S:27](Cl)(=[O:29])=[O:28])([O-:16])=[O:15].N1C=CC=CC=1, predict the reaction product. The product is: [CH3:1][O:2][C:3]1[CH:12]=[CH:11][C:10]([NH:13][S:27]([C:18]2[CH:19]=[CH:20][C:21]([C:23]([F:25])([F:26])[F:24])=[CH:22][C:17]=2[N+:14]([O-:16])=[O:15])(=[O:28])=[O:29])=[C:9]2[C:4]=1[CH:5]=[CH:6][CH:7]=[N:8]2. (7) Given the reactants [OH:1][CH:2]1[CH2:7][CH2:6][CH2:5][CH:4]([O:8][CH2:9][C:10]2[CH:19]=[CH:18][CH:17]=[C:16]([CH3:20])[C:11]=2[C:12]([O:14]C)=[O:13])[CH2:3]1.[F:21][C:22]([F:38])([F:37])[C:23]1[CH:24]=[C:25]([C:29]2[O:30][C:31]([CH3:36])=[C:32]([CH2:34]I)[N:33]=2)[CH:26]=[CH:27][CH:28]=1, predict the reaction product. The product is: [F:38][C:22]([F:21])([F:37])[C:23]1[CH:24]=[C:25]([C:29]2[O:30][C:31]([CH3:36])=[C:32]([CH2:34][O:1][CH:2]3[CH2:7][CH2:6][CH2:5][CH:4]([O:8][CH2:9][C:10]4[CH:19]=[CH:18][CH:17]=[C:16]([CH3:20])[C:11]=4[C:12]([OH:14])=[O:13])[CH2:3]3)[N:33]=2)[CH:26]=[CH:27][CH:28]=1.